The task is: Predict the reaction yield, written as a fraction of the theoretical maximum amount of product (1.0 means a 100% yield; for example, 0.34 means a 34% yield).. This data is from Reaction yield outcomes from USPTO patents with 853,638 reactions. (1) The reactants are I[C:2]1[C:10]2[C:5](=[CH:6][C:7]([C@H:11]3[C@@:13]4([C:21]5[C:16](=[CH:17][CH:18]=[CH:19][CH:20]=5)[NH:15][C:14]4=[O:22])[CH2:12]3)=[CH:8][CH:9]=2)[NH:4][N:3]=1.CC1(C)C(C)(C)OB(/[CH:31]=[CH:32]/[C:33]2[CH:34]=[CH:35][C:36]3[O:42][CH2:41][CH2:40][N:39](C(OC(C)(C)C)=O)[CH2:38][C:37]=3[CH:50]=2)O1.[C:52]([OH:58])([C:54]([F:57])([F:56])[F:55])=[O:53]. The product is [F:55][C:54]([F:57])([F:56])[C:52]([OH:58])=[O:53].[O:42]1[C:36]2[CH:35]=[CH:34][C:33](/[CH:32]=[CH:31]/[C:2]3[C:10]4[C:5](=[CH:6][C:7]([C@H:11]5[C@@:13]6([C:21]7[C:16](=[CH:17][CH:18]=[CH:19][CH:20]=7)[NH:15][C:14]6=[O:22])[CH2:12]5)=[CH:8][CH:9]=4)[NH:4][N:3]=3)=[CH:50][C:37]=2[CH2:38][NH:39][CH2:40][CH2:41]1. The catalyst is C(Cl)Cl. The yield is 0.300. (2) The product is [OH:27][C:16]1[CH:17]=[C:18]([N:21]2[CH2:26][CH2:25][O:24][CH2:23][CH2:22]2)[CH:19]=[CH:20][C:15]=1[C:14]([NH:2][CH3:1])=[O:13]. The reactants are [CH3:1][NH2:2].O1CCCC1.C[Al](C)C.C[O:13][C:14](=O)[C:15]1[CH:20]=[CH:19][C:18]([N:21]2[CH2:26][CH2:25][O:24][CH2:23][CH2:22]2)=[CH:17][C:16]=1[OH:27]. The yield is 0.930. The catalyst is C1(C)C=CC=CC=1. (3) The reactants are [NH:1]([C:3]1[N:4]=[C:5]2[CH:11]=[CH:10][N:9]([S:12]([C:15]3[CH:21]=[CH:20][C:18]([CH3:19])=[CH:17][CH:16]=3)(=[O:14])=[O:13])[C:6]2=[N:7][CH:8]=1)[NH2:2].[CH2:22]([CH:24]1[CH2:28][CH:27]([O:29][CH:30]2[CH2:35][CH2:34][O:33][CH2:32][CH2:31]2)[CH2:26][CH:25]1[C:36](O)=[O:37])[CH3:23].CN(C(ON1N=NC2C=CC=NC1=2)=[N+](C)C)C.F[P-](F)(F)(F)(F)F. The catalyst is C(Cl)Cl. The product is [CH2:22]([CH:24]1[CH2:28][CH:27]([O:29][CH:30]2[CH2:31][CH2:32][O:33][CH2:34][CH2:35]2)[CH2:26][CH:25]1[C:36]([NH:2][NH:1][C:3]1[N:4]=[C:5]2[CH:11]=[CH:10][N:9]([S:12]([C:15]3[CH:21]=[CH:20][C:18]([CH3:19])=[CH:17][CH:16]=3)(=[O:13])=[O:14])[C:6]2=[N:7][CH:8]=1)=[O:37])[CH3:23]. The yield is 0.740. (4) The catalyst is C(#N)C. The reactants are CS(O)(=O)=O.[NH2:6][CH2:7][C:8]1[CH:9]=[C:10]2[C:14](=[CH:15][CH:16]=1)[C:13](=[O:17])[N:12]([CH:18]1[CH2:23][CH2:22][C:21](=[O:24])[NH:20][C:19]1=[O:25])[CH2:11]2.[C:26](OC(=O)C)(=[O:28])[CH3:27].C(N(CC)CC)C. The yield is 0.750. The product is [O:25]=[C:19]1[CH:18]([N:12]2[CH2:11][C:10]3[C:14](=[CH:15][CH:16]=[C:8]([CH2:7][NH:6][C:26](=[O:28])[CH3:27])[CH:9]=3)[C:13]2=[O:17])[CH2:23][CH2:22][C:21](=[O:24])[NH:20]1. (5) The yield is 1.00. The reactants are [F:1][C@H:2]1[C@@H:7]([NH:8][C:9](=[O:18])[O:10][CH2:11][C:12]2[CH:17]=[CH:16][CH:15]=[CH:14][CH:13]=2)[CH2:6][CH2:5][N:4]([C:19]2[CH:24]=[CH:23][C:22]([F:25])=[CH:21][C:20]=2[N+:26]([O-])=O)[CH2:3]1.O.CO.Cl. The product is [NH2:26][C:20]1[CH:21]=[C:22]([F:25])[CH:23]=[CH:24][C:19]=1[N:4]1[CH2:5][CH2:6][C@H:7]([NH:8][C:9](=[O:18])[O:10][CH2:11][C:12]2[CH:13]=[CH:14][CH:15]=[CH:16][CH:17]=2)[C@H:2]([F:1])[CH2:3]1. The catalyst is C1COCC1.[Fe]. (6) The reactants are [CH2:1]([N:3]1[CH2:8][CH:7]=[C:6]([C:9]2[CH:14]=[CH:13][C:12]([N+:15]([O-])=O)=[CH:11][C:10]=2[F:18])[CH2:5][CH2:4]1)[CH3:2]. The catalyst is CO.[Pd]. The product is [CH2:1]([N:3]1[CH2:4][CH2:5][CH:6]([C:9]2[CH:14]=[CH:13][C:12]([NH2:15])=[CH:11][C:10]=2[F:18])[CH2:7][CH2:8]1)[CH3:2]. The yield is 0.890. (7) The reactants are [CH2:1]([N:8]1[CH2:17][C:16]2[C:11](=[CH:12][C:13]3[N:20](C(C4C=CC=CC=4)(C4C=CC=CC=4)C4C=CC=CC=4)[N:19]=[C:18]([C:40]4[CH:45]=[CH:44][N:43]=[CH:42][CH:41]=4)[C:14]=3[CH:15]=2)[NH:10][C:9]1=[O:46])[C:2]1[CH:7]=[CH:6][CH:5]=[CH:4][CH:3]=1. The catalyst is C(Cl)Cl.C(O)(C(F)(F)F)=O. The product is [CH2:1]([N:8]1[CH2:17][C:16]2[C:11](=[CH:12][C:13]3[NH:20][N:19]=[C:18]([C:40]4[CH:45]=[CH:44][N:43]=[CH:42][CH:41]=4)[C:14]=3[CH:15]=2)[NH:10][C:9]1=[O:46])[C:2]1[CH:7]=[CH:6][CH:5]=[CH:4][CH:3]=1. The yield is 0.560.